Dataset: Peptide-MHC class I binding affinity with 185,985 pairs from IEDB/IMGT. Task: Regression. Given a peptide amino acid sequence and an MHC pseudo amino acid sequence, predict their binding affinity value. This is MHC class I binding data. (1) The peptide sequence is MVFGRFSFA. The MHC is HLA-A11:01 with pseudo-sequence HLA-A11:01. The binding affinity (normalized) is 0.324. (2) The MHC is HLA-A02:01 with pseudo-sequence HLA-A02:01. The binding affinity (normalized) is 0.314. The peptide sequence is QMTFHLFIA. (3) The peptide sequence is YFPREGVFVF. The MHC is HLA-A26:01 with pseudo-sequence HLA-A26:01. The binding affinity (normalized) is 0.0988. (4) The MHC is HLA-A29:02 with pseudo-sequence HLA-A29:02. The peptide sequence is RTSKASLER. The binding affinity (normalized) is 0. (5) The peptide sequence is KCYGVSATK. The MHC is HLA-A01:01 with pseudo-sequence HLA-A01:01. The binding affinity (normalized) is 0.0847. (6) The binding affinity (normalized) is 0.0847. The peptide sequence is AEMRETHWL. The MHC is HLA-A03:01 with pseudo-sequence HLA-A03:01. (7) The peptide sequence is VEIKTGFKL. The MHC is HLA-A02:16 with pseudo-sequence HLA-A02:16. The binding affinity (normalized) is 0.0847.